The task is: Predict which catalyst facilitates the given reaction.. This data is from Catalyst prediction with 721,799 reactions and 888 catalyst types from USPTO. (1) Reactant: [Cl:1][C:2]1[CH:7]=[CH:6][C:5]([C:8]2[O:9][CH:10]=[C:11]([CH2:13][OH:14])[N:12]=2)=[CH:4][CH:3]=1.[H-].[Na+].[CH3:17][O:18][CH2:19]Cl.O. Product: [Cl:1][C:2]1[CH:3]=[CH:4][C:5]([C:8]2[O:9][CH:10]=[C:11]([CH2:13][O:14][CH2:17][O:18][CH3:19])[N:12]=2)=[CH:6][CH:7]=1. The catalyst class is: 1. (2) Product: [C:6]([CH2:7][C:8]1([CH2:11][CH2:12][CH:13](/[CH:24]=[CH:25]/[C:26]2[CH:31]=[CH:30][CH:29]=[CH:28][C:27]=2[O:32][CH2:33][C:34]2[CH:35]=[CH:36][C:37]([O:40][C:41]([F:42])([F:44])[F:43])=[CH:38][CH:39]=2)[CH2:14][C:15]2[CH:23]=[CH:22][C:18]([C:19]([OH:21])=[O:20])=[CH:17][CH:16]=2)[CH2:10][CH2:9]1)([OH:45])=[O:5]. The catalyst class is: 20. Reactant: [OH-].[Li+].C([O:5][C:6](=[O:45])[CH2:7][C:8]1([CH2:11][CH2:12][CH:13](/[CH:24]=[CH:25]/[C:26]2[CH:31]=[CH:30][CH:29]=[CH:28][C:27]=2[O:32][CH2:33][C:34]2[CH:39]=[CH:38][C:37]([O:40][C:41]([F:44])([F:43])[F:42])=[CH:36][CH:35]=2)[CH2:14][C:15]2[CH:23]=[CH:22][C:18]([C:19]([OH:21])=[O:20])=[CH:17][CH:16]=2)[CH2:10][CH2:9]1)C.